Dataset: Reaction yield outcomes from USPTO patents with 853,638 reactions. Task: Predict the reaction yield, written as a fraction of the theoretical maximum amount of product (1.0 means a 100% yield; for example, 0.34 means a 34% yield). (1) The reactants are [H-].[Al+3].[Li+].[H-].[H-].[H-].O1CCCC1.[C:12]([O:16][C:17]([NH:19][C@H:20]([C:25]1[CH:30]=[CH:29][C:28]([O:31][CH2:32][C@@H:33]([CH3:36])[CH2:34][CH3:35])=[CH:27][CH:26]=1)[C:21](OC)=[O:22])=[O:18])([CH3:15])([CH3:14])[CH3:13].[OH-].[K+]. The catalyst is C(OCC)(=O)C. The product is [OH:22][CH2:21][C@H:20]([NH:19][C:17](=[O:18])[O:16][C:12]([CH3:13])([CH3:15])[CH3:14])[C:25]1[CH:26]=[CH:27][C:28]([O:31][CH2:32][C@@H:33]([CH3:36])[CH2:34][CH3:35])=[CH:29][CH:30]=1. The yield is 0.880. (2) The reactants are [C:1]([NH:9][NH2:10])(=[O:8])[C:2]1[CH:7]=[CH:6][CH:5]=[CH:4][CH:3]=1.C([O-])([O-])=O.[K+].[K+].[C@@H]1(N)CCCC[C@H]1N.CCCCCCCCCCCC.I[C:38]1[CH:39]=[C:40]([CH3:45])[CH:41]=[C:42]([CH3:44])[CH:43]=1. The product is [C:1]([NH:9][NH:10][C:38]1[CH:43]=[C:42]([CH3:44])[CH:41]=[C:40]([CH3:45])[CH:39]=1)(=[O:8])[C:2]1[CH:7]=[CH:6][CH:5]=[CH:4][CH:3]=1. The catalyst is [Cu]I.O1CCOCC1. The yield is 0.640.